Dataset: Full USPTO retrosynthesis dataset with 1.9M reactions from patents (1976-2016). Task: Predict the reactants needed to synthesize the given product. (1) Given the product [CH:28]([C:30]1[CH:35]=[C:34]([C:2]2[CH:3]=[C:4]3[C:8](=[C:9]([C:11]([NH2:13])=[O:12])[CH:10]=2)[NH:7][CH:6]=[C:5]3[CH:14]2[CH2:15][CH2:16][N:17]([S:20]([CH2:23][CH2:24][CH2:25][O:26][CH3:27])(=[O:21])=[O:22])[CH2:18][CH2:19]2)[CH:33]=[CH:32][CH:31]=1)=[O:29], predict the reactants needed to synthesize it. The reactants are: Br[C:2]1[CH:3]=[C:4]2[C:8](=[C:9]([C:11]([NH2:13])=[O:12])[CH:10]=1)[NH:7][CH:6]=[C:5]2[CH:14]1[CH2:19][CH2:18][N:17]([S:20]([CH2:23][CH2:24][CH2:25][O:26][CH3:27])(=[O:22])=[O:21])[CH2:16][CH2:15]1.[CH:28]([C:30]1[CH:31]=[C:32](B(O)O)[CH:33]=[CH:34][CH:35]=1)=[O:29].C(=O)([O-])[O-]. (2) Given the product [CH3:11][O:10][CH2:9][N:3]1[C:4](=[O:8])[C:5]([CH3:7])=[CH:6][CH:2]1[O:1][C:27](=[O:28])[NH:26][CH2:19][C:20]1[CH:25]=[CH:24][CH:23]=[CH:22][CH:21]=1, predict the reactants needed to synthesize it. The reactants are: [OH:1][CH:2]1[CH:6]=[C:5]([CH3:7])[C:4](=[O:8])[N:3]1[CH2:9][O:10][CH3:11].C(N(CC)CC)C.[CH2:19]([N:26]=[C:27]=[O:28])[C:20]1[CH:25]=[CH:24][CH:23]=[CH:22][CH:21]=1. (3) Given the product [F:18][C:8]([C:4]1[N:5]=[N:6][CH:7]=[C:2]([CH3:1])[CH:3]=1)([CH3:10])[CH3:9], predict the reactants needed to synthesize it. The reactants are: [CH3:1][C:2]1[CH:3]=[C:4]([C:8](O)([CH3:10])[CH3:9])[N:5]=[N:6][CH:7]=1.CCN(S(F)(F)[F:18])CC.C(=O)(O)[O-].[Na+]. (4) The reactants are: CC(N(C)C)=O.[Cl:7][CH2:8][C@@H:9]1[C:17]2[C:16]3[CH:18]=[CH:19][CH:20]=[CH:21][C:15]=3[C:14]([N:22]=[C:23]([C:30]3[CH:35]=[CH:34][CH:33]=[CH:32][CH:31]=3)[C:24]3[CH:29]=[CH:28][CH:27]=[CH:26][CH:25]=3)=[CH:13][C:12]=2[NH:11][CH2:10]1.[Cl:36][CH2:37][C@@H:38]1[C:46]2[C:45]3[CH:47]=[CH:48][CH:49]=[CH:50][C:44]=3[C:43]([OH:51])=[CH:42][C:41]=2[N:40]([C:52](=[O:59])[CH2:53][CH2:54][CH2:55][C:56](O)=[O:57])[CH2:39]1.CCN=C=NCCCN(C)C.Cl. Given the product [Cl:7][CH2:8][C@@H:9]1[C:17]2[C:16]3[CH:18]=[CH:19][CH:20]=[CH:21][C:15]=3[C:14]([N:22]=[C:23]([C:24]3[CH:25]=[CH:26][CH:27]=[CH:28][CH:29]=3)[C:30]3[CH:35]=[CH:34][CH:33]=[CH:32][CH:31]=3)=[CH:13][C:12]=2[N:11]([C:56](=[O:57])[CH2:55][CH2:54][CH2:53][C:52]([N:40]2[C:41]3[CH:42]=[C:43]([OH:51])[C:44]4[CH:50]=[CH:49][CH:48]=[CH:47][C:45]=4[C:46]=3[C@@H:38]([CH2:37][Cl:36])[CH2:39]2)=[O:59])[CH2:10]1, predict the reactants needed to synthesize it. (5) Given the product [C:1]([O:5][C:6]([N:8]([CH2:21][CH:22]1[CH2:23][CH2:24]1)[C@@H:9]1[CH2:11][C@H:10]1[C:12]1[N:13]=[C:14]([C:17]([OH:19])=[O:18])[S:15][CH:16]=1)=[O:7])([CH3:4])([CH3:2])[CH3:3], predict the reactants needed to synthesize it. The reactants are: [C:1]([O:5][C:6]([N:8]([CH2:21][CH:22]1[CH2:24][CH2:23]1)[C@@H:9]1[CH2:11][C@H:10]1[C:12]1[N:13]=[C:14]([C:17]([O:19]C)=[O:18])[S:15][CH:16]=1)=[O:7])([CH3:4])([CH3:3])[CH3:2].[OH-].[Na+].Cl.